This data is from Peptide-MHC class I binding affinity with 185,985 pairs from IEDB/IMGT. The task is: Regression. Given a peptide amino acid sequence and an MHC pseudo amino acid sequence, predict their binding affinity value. This is MHC class I binding data. (1) The binding affinity (normalized) is 0.443. The peptide sequence is YTNYPFLFF. The MHC is HLA-A80:01 with pseudo-sequence HLA-A80:01. (2) The peptide sequence is FAAPFTQCGY. The MHC is Patr-B0101 with pseudo-sequence Patr-B0101. The binding affinity (normalized) is 0.0410. (3) The peptide sequence is SSLRYGNVL. The MHC is HLA-A03:01 with pseudo-sequence HLA-A03:01. The binding affinity (normalized) is 0.0847. (4) The peptide sequence is MLLTFLTSLL. The MHC is HLA-A02:03 with pseudo-sequence HLA-A02:03. The binding affinity (normalized) is 0.816. (5) The peptide sequence is KCFGNTALA. The MHC is HLA-A68:02 with pseudo-sequence HLA-A68:02. The binding affinity (normalized) is 0.0607. (6) The peptide sequence is RFTTTLNDF. The MHC is HLA-A23:01 with pseudo-sequence HLA-A23:01. The binding affinity (normalized) is 0.202. (7) The peptide sequence is DYPDDFMDK. The MHC is HLA-B07:02 with pseudo-sequence HLA-B07:02. The binding affinity (normalized) is 0.0847. (8) The peptide sequence is GETALALLLL. The MHC is HLA-B44:02 with pseudo-sequence HLA-B44:02. The binding affinity (normalized) is 0.335. (9) The peptide sequence is RMRGAHTNDV. The MHC is HLA-A26:01 with pseudo-sequence HLA-A26:01. The binding affinity (normalized) is 0. (10) The peptide sequence is KSNEKNMDF. The MHC is HLA-A03:01 with pseudo-sequence HLA-A03:01. The binding affinity (normalized) is 0.0847.